This data is from Full USPTO retrosynthesis dataset with 1.9M reactions from patents (1976-2016). The task is: Predict the reactants needed to synthesize the given product. Given the product [Br:1][C:2]1[C:7]([NH:8][C:21](=[O:22])[C:20]([F:31])([F:30])[F:19])=[CH:6][CH:5]=[C:4]([C:9]2[CH:10]=[C:11]3[C:15](=[CH:16][CH:17]=2)[N:14]([CH3:18])[N:13]=[CH:12]3)[N:3]=1, predict the reactants needed to synthesize it. The reactants are: [Br:1][C:2]1[C:7]([NH2:8])=[CH:6][CH:5]=[C:4]([C:9]2[CH:10]=[C:11]3[C:15](=[CH:16][CH:17]=2)[N:14]([CH3:18])[N:13]=[CH:12]3)[N:3]=1.[F:19][C:20]([F:31])([F:30])[C:21](O[C:21](=[O:22])[C:20]([F:31])([F:30])[F:19])=[O:22].